Dataset: Forward reaction prediction with 1.9M reactions from USPTO patents (1976-2016). Task: Predict the product of the given reaction. (1) The product is: [C:1]([C@H:5]1[CH2:10][CH2:9][C@H:8]([NH:11][C:12]2[N:21]=[CH:20][C:19]3[C:14](=[CH:15][CH:16]=[C:17]([C:22]([N:34]4[CH:30]5[CH2:31][CH2:32][CH2:33][CH:26]4[CH2:27][CH:28]([C:35]([O:37][CH3:38])=[O:36])[CH2:29]5)=[O:23])[CH:18]=3)[N:13]=2)[CH2:7][CH2:6]1)([CH3:4])([CH3:2])[CH3:3]. Given the reactants [C:1]([C@H:5]1[CH2:10][CH2:9][C@H:8]([NH:11][C:12]2[N:21]=[CH:20][C:19]3[C:14](=[CH:15][CH:16]=[C:17]([C:22](O)=[O:23])[CH:18]=3)[N:13]=2)[CH2:7][CH2:6]1)([CH3:4])([CH3:3])[CH3:2].Cl.[CH:26]12[NH:34][CH:30]([CH2:31][CH2:32][CH2:33]1)[CH2:29][CH:28]([C:35]([O:37][CH3:38])=[O:36])[CH2:27]2.CN(C(ON1N=NC2C=CC=NC1=2)=[N+](C)C)C.F[P-](F)(F)(F)(F)F, predict the reaction product. (2) Given the reactants [CH3:1][C:2]1[CH:33]=[CH:32][CH:31]=[C:30]([CH3:34])[C:3]=1[O:4][C:5]1[CH:6]=[C:7]([CH:11]=[CH:12][C:13]=1[C:14]1[C:15]2[CH:24]=[C:23]([C:25](=[O:29])[NH:26][CH2:27][CH3:28])[NH:22][C:16]=2[C:17](=[O:21])[N:18]([CH3:20])[CH:19]=1)[C:8](O)=[O:9].C(N(C(C)C)CC)(C)C.F[P-](F)(F)(F)(F)F.N1(OC(N(C)C)=[N+](C)C)C2N=CC=CC=2N=N1.[CH3:68][NH:69][C:70](=[O:80])[CH2:71][NH:72][CH2:73][C:74]1[CH:79]=[CH:78][CH:77]=[CH:76][N:75]=1, predict the reaction product. The product is: [CH3:34][C:30]1[CH:31]=[CH:32][CH:33]=[C:2]([CH3:1])[C:3]=1[O:4][C:5]1[CH:6]=[C:7]([C:8](=[O:9])[N:72]([CH2:71][C:70]([NH:69][CH3:68])=[O:80])[CH2:73][C:74]2[CH:79]=[CH:78][CH:77]=[CH:76][N:75]=2)[CH:11]=[CH:12][C:13]=1[C:14]1[C:15]2[CH:24]=[C:23]([C:25]([NH:26][CH2:27][CH3:28])=[O:29])[NH:22][C:16]=2[C:17](=[O:21])[N:18]([CH3:20])[CH:19]=1. (3) The product is: [CH3:16][C:15]([C:18]1[O:22][N:21]=[C:20]([NH2:23])[CH:19]=1)([CH3:17])[CH2:14][N:24]1[CH2:29][CH2:28][O:27][CH2:26][CH2:25]1. Given the reactants [N+](C1C=CC(S(O[CH2:14][C:15]([C:18]2[O:22][N:21]=[C:20]([NH2:23])[CH:19]=2)([CH3:17])[CH3:16])(=O)=O)=CC=1)([O-])=O.[NH:24]1[CH2:29][CH2:28][O:27][CH2:26][CH2:25]1.C1CCN2C(=NCCC2)CC1, predict the reaction product. (4) Given the reactants [CH2:1]([S:3]([N:6]1[C:14]2[CH:13]=[CH:12][C:11]([N+:15]([O-])=O)=[CH:10][C:9]=2[C:8]2[CH2:18][N:19]([C:22]([O:24][C:25]([CH3:28])([CH3:27])[CH3:26])=[O:23])[CH2:20][CH2:21][C:7]1=2)(=[O:5])=[O:4])[CH3:2], predict the reaction product. The product is: [NH2:15][C:11]1[CH:12]=[CH:13][C:14]2[N:6]([S:3]([CH2:1][CH3:2])(=[O:5])=[O:4])[C:7]3[CH2:21][CH2:20][N:19]([C:22]([O:24][C:25]([CH3:26])([CH3:28])[CH3:27])=[O:23])[CH2:18][C:8]=3[C:9]=2[CH:10]=1. (5) Given the reactants [C:1]([C:14]([O-:16])=[O:15])([C:11]([O-:13])=[O:12])([C:6]([O:8]CC)=[O:7])[CH2:2][C:3]([O-:5])=[O:4].[OH-].[K+].[N+]([O-])(O)=O.[N+]([O-])([O-])=O.[Ag+:27], predict the reaction product. The product is: [C:1]([C:11]([O-:13])=[O:12])([C:6]([O-:8])=[O:7])([C:14]([O-:16])=[O:15])[CH2:2][C:3]([O-:5])=[O:4].[Ag+:27].[Ag+:27].[Ag+:27].[Ag+:27]. (6) Given the reactants C(OC([N:11]1[C:15]([CH:16]([CH3:18])[CH3:17])=[C:14]([CH2:19][C:20]2[CH:25]=[CH:24][CH:23]=[CH:22][CH:21]=2)[C:13]([O:26][C@@H:27]2[O:53][C@H:52]([CH2:54][O:55][C:56](=[O:61])[C:57]([CH3:60])([CH3:59])[CH3:58])[C@@H:44]([O:45][C:46](=[O:51])[C:47]([CH3:50])([CH3:49])[CH3:48])[C@H:36]([O:37][C:38](=[O:43])[C:39]([CH3:42])([CH3:41])[CH3:40])[C@H:28]2[O:29][C:30](=[O:35])[C:31]([CH3:34])([CH3:33])[CH3:32])=[N:12]1)=O)C1C=CC=CC=1, predict the reaction product. The product is: [CH2:19]([C:14]1[C:13]([O:26][C@@H:27]2[O:53][C@H:52]([CH2:54][O:55][C:56](=[O:61])[C:57]([CH3:58])([CH3:60])[CH3:59])[C@@H:44]([O:45][C:46](=[O:51])[C:47]([CH3:50])([CH3:49])[CH3:48])[C@H:36]([O:37][C:38](=[O:43])[C:39]([CH3:40])([CH3:42])[CH3:41])[C@H:28]2[O:29][C:30](=[O:35])[C:31]([CH3:34])([CH3:32])[CH3:33])=[N:12][NH:11][C:15]=1[CH:16]([CH3:18])[CH3:17])[C:20]1[CH:25]=[CH:24][CH:23]=[CH:22][CH:21]=1. (7) The product is: [CH3:1][O:2][C:3]([C:5]1[S:6][CH:7]=[CH:8][C:9]=1[NH:10][C:3](=[O:2])[CH2:5][C:9]#[N:10])=[O:4]. Given the reactants [CH3:1][O:2][C:3]([C:5]1[S:6][CH:7]=[CH:8][C:9]=1[NH2:10])=[O:4], predict the reaction product.